This data is from Reaction yield outcomes from USPTO patents with 853,638 reactions. The task is: Predict the reaction yield, written as a fraction of the theoretical maximum amount of product (1.0 means a 100% yield; for example, 0.34 means a 34% yield). (1) The yield is 0.880. The catalyst is CO.C1COCC1.O. The product is [Cl:1][C:2]1[CH:3]=[C:4]([CH:24]([CH2:30][CH:31]([CH3:33])[CH3:32])[C:25]([OH:27])=[O:26])[CH:5]=[C:6]([C:14]2[CH:15]=[CH:16][C:17]([C:20]([F:21])([F:22])[F:23])=[CH:18][CH:19]=2)[C:7]=1[O:8][CH2:9][C:10]([F:12])([F:13])[F:11]. The reactants are [Cl:1][C:2]1[CH:3]=[C:4]([CH:24]([CH2:30][CH:31]([CH3:33])[CH3:32])[C:25]([O:27]CC)=[O:26])[CH:5]=[C:6]([C:14]2[CH:19]=[CH:18][C:17]([C:20]([F:23])([F:22])[F:21])=[CH:16][CH:15]=2)[C:7]=1[O:8][CH2:9][C:10]([F:13])([F:12])[F:11].O.[OH-].[Li+]. (2) The reactants are [H-].[Na+].[C:3]([O:7][C:8]([N:10]1[CH2:28][CH2:27][C:13]2([N:17]([CH2:18][C:19]3[CH:24]=[CH:23][C:22]([F:25])=[CH:21][CH:20]=3)[NH:16][C:15](=[O:26])[CH2:14]2)[CH2:12][CH2:11]1)=[O:9])([CH3:6])([CH3:5])[CH3:4].[CH2:29]([O:33][C:34]1[CH:41]=[CH:40][C:37]([CH2:38]Br)=[CH:36][CH:35]=1)[CH:30]([CH3:32])[CH3:31]. The yield is 0.500. The catalyst is CN(C=O)C. The product is [C:3]([O:7][C:8]([N:10]1[CH2:28][CH2:27][C:13]2([N:17]([CH2:18][C:19]3[CH:24]=[CH:23][C:22]([F:25])=[CH:21][CH:20]=3)[N:16]([CH2:38][C:37]3[CH:40]=[CH:41][C:34]([O:33][CH2:29][CH:30]([CH3:32])[CH3:31])=[CH:35][CH:36]=3)[C:15](=[O:26])[CH2:14]2)[CH2:12][CH2:11]1)=[O:9])([CH3:6])([CH3:4])[CH3:5]. (3) The reactants are [Cl:1][C:2]1[N:7]=[C:6]([CH:8]([CH:10]2[CH2:12][CH2:11]2)O)[CH:5]=[CH:4][N:3]=1.C(N(S(F)(F)[F:19])CC)C. The catalyst is ClCCl. The product is [Cl:1][C:2]1[N:7]=[C:6]([CH:8]([CH:10]2[CH2:12][CH2:11]2)[F:19])[CH:5]=[CH:4][N:3]=1. The yield is 0.260. (4) The reactants are [NH2:1][C:2]1[CH:11]=[C:10]([O:12][CH3:13])[CH:9]=[CH:8][C:3]=1[C:4]([O:6]C)=O.[Cl:14][CH2:15][C:16]#[N:17].Cl. The catalyst is C(OCC)C. The product is [ClH:14].[Cl:14][CH2:15][C:16]1[N:17]=[C:4]([OH:6])[C:3]2[C:2](=[CH:11][C:10]([O:12][CH3:13])=[CH:9][CH:8]=2)[N:1]=1. The yield is 0.960. (5) The reactants are [OH:1][C@H:2]([C:23]1[CH:28]=[CH:27][CH:26]=[CH:25][CH:24]=1)[CH2:3][CH2:4][N:5]1[CH2:10][CH2:9][CH:8]([C:11]2[CH:12]=[C:13]([NH:17][C:18](=[O:22])[CH:19]([CH3:21])[CH3:20])[CH:14]=[CH:15][CH:16]=2)[CH2:7][CH2:6]1.[N+:29]([C:32]1[CH:37]=[CH:36][CH:35]=[CH:34][C:33]=1O)([O-:31])=[O:30].C1(P(C2C=CC=CC=2)C2C=CC=CC=2)C=CC=CC=1.N(C(OCC)=O)=NC(OCC)=O.N. The catalyst is C1COCC1.C(Cl)(Cl)Cl. The product is [CH3:20][CH:19]([CH3:21])[C:18]([NH:17][C:13]1[CH:14]=[CH:15][CH:16]=[C:11]([CH:8]2[CH2:9][CH2:10][N:5]([CH2:4][CH2:3][C@@H:2]([O:1][C:33]3[CH:34]=[CH:35][CH:36]=[CH:37][C:32]=3[N+:29]([O-:31])=[O:30])[C:23]3[CH:24]=[CH:25][CH:26]=[CH:27][CH:28]=3)[CH2:6][CH2:7]2)[CH:12]=1)=[O:22]. The yield is 0.345. (6) The reactants are [NH:1]1[CH2:6][CH2:5][O:4][CH2:3][CH2:2]1.[Cl:7][C:8]1[CH:13]=[CH:12][C:11]([C:14]2[N:15]=[C:16]([C:19]3[CH:20]=[N:21][CH:22]=[CH:23][C:24]=3Cl)[S:17][CH:18]=2)=[CH:10][CH:9]=1.[I-].[Na+]. No catalyst specified. The product is [Cl:7][C:8]1[CH:9]=[CH:10][C:11]([C:14]2[N:15]=[C:16]([C:19]3[CH:20]=[N:21][CH:22]=[CH:23][C:24]=3[N:1]3[CH2:6][CH2:5][O:4][CH2:3][CH2:2]3)[S:17][CH:18]=2)=[CH:12][CH:13]=1. The yield is 0.670. (7) The reactants are BrCCBr.Cl[Si](C)(C)C.I[CH:11]1[CH2:14][N:13]([C:15]([O:17][C:18]([CH3:21])([CH3:20])[CH3:19])=[O:16])[CH2:12]1.[Cl:22][C:23]1[C:28]([Cl:29])=[CH:27][C:26]([C:30](=[O:32])[CH3:31])=[C:25]([O:33][CH3:34])[C:24]=1I. The catalyst is CN(C)C=O.[Zn].C1C=CC(/C=C/C(/C=C/C2C=CC=CC=2)=O)=CC=1.C1C=CC(/C=C/C(/C=C/C2C=CC=CC=2)=O)=CC=1.C1C=CC(/C=C/C(/C=C/C2C=CC=CC=2)=O)=CC=1.[Pd].[Pd].O1C=CC=C1P(C1OC=CC=1)C1OC=CC=1. The product is [C:30]([C:26]1[C:25]([O:33][CH3:34])=[C:24]([CH:11]2[CH2:14][N:13]([C:15]([O:17][C:18]([CH3:21])([CH3:20])[CH3:19])=[O:16])[CH2:12]2)[C:23]([Cl:22])=[C:28]([Cl:29])[CH:27]=1)(=[O:32])[CH3:31]. The yield is 0.770.